Dataset: NCI-60 drug combinations with 297,098 pairs across 59 cell lines. Task: Regression. Given two drug SMILES strings and cell line genomic features, predict the synergy score measuring deviation from expected non-interaction effect. (1) Drug 1: COC1=C(C=C2C(=C1)N=CN=C2NC3=CC(=C(C=C3)F)Cl)OCCCN4CCOCC4. Drug 2: CC1C(C(CC(O1)OC2CC(CC3=C2C(=C4C(=C3O)C(=O)C5=CC=CC=C5C4=O)O)(C(=O)C)O)N)O. Cell line: HS 578T. Synergy scores: CSS=50.9, Synergy_ZIP=6.13, Synergy_Bliss=7.51, Synergy_Loewe=-13.9, Synergy_HSA=8.14. (2) Drug 1: CS(=O)(=O)CCNCC1=CC=C(O1)C2=CC3=C(C=C2)N=CN=C3NC4=CC(=C(C=C4)OCC5=CC(=CC=C5)F)Cl. Drug 2: C(=O)(N)NO. Cell line: UO-31. Synergy scores: CSS=4.56, Synergy_ZIP=-4.82, Synergy_Bliss=0.232, Synergy_Loewe=-9.48, Synergy_HSA=-2.76. (3) Drug 1: CCC1=CC2CC(C3=C(CN(C2)C1)C4=CC=CC=C4N3)(C5=C(C=C6C(=C5)C78CCN9C7C(C=CC9)(C(C(C8N6C)(C(=O)OC)O)OC(=O)C)CC)OC)C(=O)OC.C(C(C(=O)O)O)(C(=O)O)O. Drug 2: CC1=C(C=C(C=C1)NC(=O)C2=CC=C(C=C2)CN3CCN(CC3)C)NC4=NC=CC(=N4)C5=CN=CC=C5. Cell line: MOLT-4. Synergy scores: CSS=85.1, Synergy_ZIP=14.0, Synergy_Bliss=15.3, Synergy_Loewe=-11.1, Synergy_HSA=15.8. (4) Drug 1: CN(C)C1=NC(=NC(=N1)N(C)C)N(C)C. Drug 2: C1C(C(OC1N2C=NC3=C2NC=NCC3O)CO)O. Cell line: SK-MEL-2. Synergy scores: CSS=-5.28, Synergy_ZIP=0.712, Synergy_Bliss=-2.90, Synergy_Loewe=-8.03, Synergy_HSA=-6.26. (5) Synergy scores: CSS=45.3, Synergy_ZIP=-8.48, Synergy_Bliss=-0.388, Synergy_Loewe=-21.0, Synergy_HSA=1.60. Drug 2: CN(C)N=NC1=C(NC=N1)C(=O)N. Drug 1: COC1=C(C=C2C(=C1)N=CN=C2NC3=CC(=C(C=C3)F)Cl)OCCCN4CCOCC4. Cell line: SK-OV-3.